This data is from NCI-60 drug combinations with 297,098 pairs across 59 cell lines. The task is: Regression. Given two drug SMILES strings and cell line genomic features, predict the synergy score measuring deviation from expected non-interaction effect. (1) Drug 1: CC1=C2C(C(=O)C3(C(CC4C(C3C(C(C2(C)C)(CC1OC(=O)C(C(C5=CC=CC=C5)NC(=O)OC(C)(C)C)O)O)OC(=O)C6=CC=CC=C6)(CO4)OC(=O)C)O)C)O. Drug 2: C(=O)(N)NO. Cell line: MDA-MB-231. Synergy scores: CSS=4.19, Synergy_ZIP=4.17, Synergy_Bliss=3.87, Synergy_Loewe=6.40, Synergy_HSA=5.32. (2) Drug 1: C1=NC2=C(N=C(N=C2N1C3C(C(C(O3)CO)O)O)F)N. Drug 2: COC1=NC(=NC2=C1N=CN2C3C(C(C(O3)CO)O)O)N. Cell line: CCRF-CEM. Synergy scores: CSS=76.6, Synergy_ZIP=4.51, Synergy_Bliss=5.54, Synergy_Loewe=-1.30, Synergy_HSA=3.42.